The task is: Predict the reactants needed to synthesize the given product.. This data is from Full USPTO retrosynthesis dataset with 1.9M reactions from patents (1976-2016). (1) Given the product [NH:1]1[C:9]2[C:4](=[CH:5][C:6]([C:10]3[C:18]4[C:13](=[N:14][CH:15]=[C:16]([C:19]5[CH:26]=[CH:25][C:22]([CH2:23][N:40]6[CH2:45][CH2:44][O:43][CH2:42][CH2:41]6)=[CH:21][CH:20]=5)[CH:17]=4)[NH:12][CH:11]=3)=[CH:7][CH:8]=2)[CH:3]=[CH:2]1, predict the reactants needed to synthesize it. The reactants are: [NH:1]1[C:9]2[C:4](=[CH:5][C:6]([C:10]3[C:18]4[C:13](=[N:14][CH:15]=[C:16]([C:19]5[CH:26]=[CH:25][C:22]([CH:23]=O)=[CH:21][CH:20]=5)[CH:17]=4)[N:12](S(C4C=CC(C)=CC=4)(=O)=O)[CH:11]=3)=[CH:7][CH:8]=2)[CH:3]=[CH:2]1.ClCCl.[NH:40]1[CH2:45][CH2:44][O:43][CH2:42][CH2:41]1.C(O[BH-](OC(=O)C)OC(=O)C)(=O)C.[Na+]. (2) The reactants are: [N:1]1([CH2:7][CH2:8][CH2:9][CH2:10][NH:11][C:12]2[N:13]=[N+:14]([O-:25])[C:15]3[CH:24]=[C:23]4[C:19]([CH2:20][CH2:21][CH2:22]4)=[CH:18][C:16]=3[N:17]=2)[CH2:6][CH2:5][O:4][CH2:3][CH2:2]1.C[OH:27]. Given the product [N:1]1([CH2:7][CH2:8][CH2:9][CH2:10][NH:11][C:12]2[N:13]=[N+:14]([O-:25])[C:15]3[CH:24]=[C:23]4[C:19]([CH2:20][CH2:21][CH2:22]4)=[CH:18][C:16]=3[N+:17]=2[O-:27])[CH2:2][CH2:3][O:4][CH2:5][CH2:6]1, predict the reactants needed to synthesize it.